This data is from Catalyst prediction with 721,799 reactions and 888 catalyst types from USPTO. The task is: Predict which catalyst facilitates the given reaction. (1) Reactant: C(O[C:4](=[O:28])[C:5]([N:7]([C:20]1[CH:25]=[CH:24][C:23]([CH3:26])=[C:22]([CH3:27])[CH:21]=1)[CH2:8][CH2:9][C:10]1[CH:15]=[CH:14][C:13]([C:16]([F:19])([F:18])[F:17])=[CH:12][CH:11]=1)=[O:6])C.[CH3:29][Mg]Br. Product: [CH3:27][C:22]1[CH:21]=[C:20]([N:7]([CH2:8][CH2:9][C:10]2[CH:11]=[CH:12][C:13]([C:16]([F:19])([F:17])[F:18])=[CH:14][CH:15]=2)[C:5](=[O:6])[C:4](=[O:28])[CH3:29])[CH:25]=[CH:24][C:23]=1[CH3:26]. The catalyst class is: 27. (2) Reactant: Cl.[F:2][CH2:3][CH2:4][NH2:5].C1N=CN([C:11](N2C=NC=C2)=[O:12])C=1.[CH2:18]([C@@H:20]1[CH2:24][NH:23][CH2:22][C@@H:21]1[C:25]1[N:29]2[C:30]3[CH:36]=[CH:35][N:34]([S:37]([C:40]4[CH:46]=[CH:45][C:43]([CH3:44])=[CH:42][CH:41]=4)(=[O:39])=[O:38])[C:31]=3[N:32]=[CH:33][C:28]2=[N:27][CH:26]=1)[CH3:19]. Product: [CH2:18]([C@H:20]1[C@@H:21]([C:25]2[N:29]3[C:30]4[CH:36]=[CH:35][N:34]([S:37]([C:40]5[CH:41]=[CH:42][C:43]([CH3:44])=[CH:45][CH:46]=5)(=[O:38])=[O:39])[C:31]=4[N:32]=[CH:33][C:28]3=[N:27][CH:26]=2)[CH2:22][N:23]([C:11]([NH:5][CH2:4][CH2:3][F:2])=[O:12])[CH2:24]1)[CH3:19]. The catalyst class is: 10.